This data is from Reaction yield outcomes from USPTO patents with 853,638 reactions. The task is: Predict the reaction yield, written as a fraction of the theoretical maximum amount of product (1.0 means a 100% yield; for example, 0.34 means a 34% yield). (1) The reactants are [C:1]([C:3]1[CH:4]=[C:5]([CH:10]=[CH:11][C:12]=1[OH:13])[C:6]([O:8][CH3:9])=[O:7])#[N:2].Br[CH:15]([CH3:17])[CH3:16].C(=O)([O-])[O-].[K+].[K+]. The yield is 0.990. The product is [C:1]([C:3]1[CH:4]=[C:5]([CH:10]=[CH:11][C:12]=1[O:13][CH:15]([CH3:17])[CH3:16])[C:6]([O:8][CH3:9])=[O:7])#[N:2]. The catalyst is CN(C=O)C. (2) The reactants are [CH3:1][CH:2]1[CH2:7][NH:6][CH2:5][CH2:4][NH:3]1.C(N(CC)CC)C.[CH3:15][C:16]([O:19][C:20](O[C:20]([O:19][C:16]([CH3:18])([CH3:17])[CH3:15])=[O:21])=[O:21])([CH3:18])[CH3:17]. The catalyst is C(Cl)Cl. The product is [CH3:1][CH:2]1[NH:3][CH2:4][CH2:5][N:6]([C:20]([O:19][C:16]([CH3:18])([CH3:17])[CH3:15])=[O:21])[CH2:7]1. The yield is 0.420. (3) The reactants are Br[C:2]1[CH:10]=[CH:9][C:8]([C:11]([OH:13])=O)=[C:7]2[C:3]=1[C:4](CNCC1C=CC(OC)=CC=1)=[CH:5][NH:6]2.CC[N:27]=C=NCCCN(C)C.C1C=CC2N(O)N=NC=2C=1. The catalyst is C1COCC1.C(Cl)Cl. The product is [NH:6]1[C:7]2[C:3](=[CH:2][CH:10]=[CH:9][C:8]=2[C:11]([NH2:27])=[O:13])[CH:4]=[CH:5]1. The yield is 0.230.